Task: Predict the product of the given reaction.. Dataset: Forward reaction prediction with 1.9M reactions from USPTO patents (1976-2016) (1) Given the reactants [F:1][C:2]1[CH:7]=[C:6]([C:8]([F:11])([F:10])[F:9])[CH:5]=[C:4]([C:12]([C:22]2[CH:27]=[CH:26][C:25]([F:28])=[CH:24][CH:23]=2)([N+:20]#[C-])[CH2:13][C:14]2[CH:19]=[CH:18][CH:17]=[CH:16][CH:15]=2)[CH:3]=1.Cl, predict the reaction product. The product is: [F:1][C:2]1[CH:3]=[C:4]([C:12]([C:22]2[CH:27]=[CH:26][C:25]([F:28])=[CH:24][CH:23]=2)([NH2:20])[CH2:13][C:14]2[CH:15]=[CH:16][CH:17]=[CH:18][CH:19]=2)[CH:5]=[C:6]([C:8]([F:10])([F:11])[F:9])[CH:7]=1. (2) Given the reactants [S:1]1[C:5]2[CH:6]=[CH:7][CH:8]=[CH:9][C:4]=2[CH:3]=[C:2]1[C:10]([NH:12][C:13]1[N:21]=[CH:20][CH:19]=[CH:18][C:14]=1[C:15]([NH2:17])=[O:16])=O.[OH-].[Na+], predict the reaction product. The product is: [S:1]1[C:5]2[CH:6]=[CH:7][CH:8]=[CH:9][C:4]=2[CH:3]=[C:2]1[C:10]1[N:17]=[C:15]([OH:16])[C:14]2[CH:18]=[CH:19][CH:20]=[N:21][C:13]=2[N:12]=1. (3) Given the reactants [NH2:1][C:2]([C:4]1[NH:8][CH:7]=[C:6]([C:9]([O:11][CH2:12][CH3:13])=[O:10])[C:5]=1[C:14]1[CH:19]=[CH:18][C:17]([N+:20]([O-:22])=[O:21])=[C:16]([F:23])[CH:15]=1)=O, predict the reaction product. The product is: [C:2]([C:4]1[NH:8][CH:7]=[C:6]([C:9]([O:11][CH2:12][CH3:13])=[O:10])[C:5]=1[C:14]1[CH:19]=[CH:18][C:17]([N+:20]([O-:22])=[O:21])=[C:16]([F:23])[CH:15]=1)#[N:1]. (4) Given the reactants Cl[C:2]1[C:3]([NH:16][CH2:17][CH:18]2[CH2:23][CH2:22][O:21][CH2:20][CH2:19]2)=[N:4][C:5]([C:8]2[C:13]([Cl:14])=[CH:12][N:11]=[C:10]([F:15])[CH:9]=2)=[CH:6][N:7]=1.[CH2:24](B(O)O)[CH3:25].C(=O)([O-])[O-].[Na+].[Na+].C(Cl)Cl, predict the reaction product. The product is: [Cl:14][C:13]1[C:8]([C:5]2[N:4]=[C:3]([NH:16][CH2:17][CH:18]3[CH2:23][CH2:22][O:21][CH2:20][CH2:19]3)[C:2]([CH2:24][CH3:25])=[N:7][CH:6]=2)=[CH:9][C:10]([F:15])=[N:11][CH:12]=1. (5) Given the reactants [NH:1]([C:3]1[CH:8]=[CH:7][CH:6]=[CH:5][N:4]=1)[NH2:2].[C:9]([CH2:17][C:18]#[N:19])(=O)[C:10]1[CH:15]=[CH:14][CH:13]=[CH:12][CH:11]=1.C([O-])([O-])=O.[Na+].[Na+], predict the reaction product. The product is: [N:4]1[CH:5]=[CH:6][CH:7]=[CH:8][C:3]=1[N:1]1[C:18]([NH2:19])=[CH:17][C:9]([C:10]2[CH:15]=[CH:14][CH:13]=[CH:12][CH:11]=2)=[N:2]1. (6) Given the reactants Cl[C:2]1[C:11]([CH2:12]O)=[CH:10][C:9]2[C:4](=[C:5]([CH3:15])[CH:6]=[CH:7][C:8]=2[Cl:14])[N:3]=1.[C:16]1([CH3:25])[CH:21]=[CH:20][CH:19]=[CH:18][C:17]=1B(O)O.C([O-])([O-])=O.[K+].[K+].P(Br)(Br)Br.[SH:36][C:37]1[N:45]=[CH:44][N:43]=[C:42]2[C:38]=1[NH:39][CH:40]=[N:41]2, predict the reaction product. The product is: [Cl:14][C:8]1[CH:7]=[CH:6][C:5]([CH3:15])=[C:4]2[C:9]=1[CH:10]=[C:11]([CH2:12][S:36][C:37]1[N:45]=[CH:44][N:43]=[C:42]3[C:38]=1[NH:39][CH:40]=[N:41]3)[C:2]([C:17]1[CH:18]=[CH:19][CH:20]=[CH:21][C:16]=1[CH3:25])=[N:3]2. (7) Given the reactants [Cl:1][C:2]1[CH:3]=[C:4]2[C:12](=[CH:13][CH:14]=1)[NH:11][C:10]1[CH:9]([NH:15][C:16]([C:18]3[CH:23]=[CH:22][C:21]([C:24]([NH:26][CH2:27][CH2:28][O:29][CH2:30][CH2:31][O:32][CH2:33][CH2:34][NH:35]C(=O)OC(C)(C)C)=[O:25])=[CH:20][CH:19]=3)=[O:17])[CH2:8][CH2:7][CH2:6][C:5]2=1.C(O)(C(F)(F)F)=O, predict the reaction product. The product is: [NH2:35][CH2:34][CH2:33][O:32][CH2:31][CH2:30][O:29][CH2:28][CH2:27][NH:26][C:24]([C:21]1[CH:20]=[CH:19][C:18]([C:16]([NH:15][CH:9]2[C:10]3[NH:11][C:12]4[C:4](=[CH:3][C:2]([Cl:1])=[CH:14][CH:13]=4)[C:5]=3[CH2:6][CH2:7][CH2:8]2)=[O:17])=[CH:23][CH:22]=1)=[O:25]. (8) Given the reactants C[O:2][C:3](=[O:28])[C:4]1[CH:9]=[CH:8][C:7]([S:10]([N:13]2[CH2:18][CH2:17][CH:16]([NH:19][C:20]([O:22][C:23]([CH3:26])([CH3:25])[CH3:24])=[O:21])[CH2:15][CH2:14]2)(=[O:12])=[O:11])=[CH:6][C:5]=1[F:27].O.[OH-].[Li+], predict the reaction product. The product is: [C:23]([O:22][C:20]([NH:19][CH:16]1[CH2:15][CH2:14][N:13]([S:10]([C:7]2[CH:8]=[CH:9][C:4]([C:3]([OH:28])=[O:2])=[C:5]([F:27])[CH:6]=2)(=[O:12])=[O:11])[CH2:18][CH2:17]1)=[O:21])([CH3:26])([CH3:24])[CH3:25]. (9) Given the reactants [NH:1]1[C:5]2[CH:6]=[CH:7][CH:8]=[CH:9][C:4]=2[N:3]=[C:2]1[C:10]1[CH:17]=[CH:16][C:13]([C:14]#[N:15])=[CH:12][CH:11]=1.Cl.[NH2:19][OH:20].[OH-].[Na+].Cl, predict the reaction product. The product is: [NH:1]1[C:5]2[CH:6]=[CH:7][CH:8]=[CH:9][C:4]=2[N:3]=[C:2]1[C:10]1[CH:17]=[CH:16][C:13](/[C:14](=[N:19]/[OH:20])/[NH2:15])=[CH:12][CH:11]=1.